Dataset: Full USPTO retrosynthesis dataset with 1.9M reactions from patents (1976-2016). Task: Predict the reactants needed to synthesize the given product. (1) The reactants are: [Cl:1][C:2]1[CH:3]=[C:4]([N:10]2[CH:22]([CH:23]3[CH2:27][CH2:26][CH2:25][CH2:24]3)[CH:21]3[C:12]([C:13]4[CH:14]=[CH:15][C:16]([C:28]([OH:30])=O)=[N:17][C:18]=4[CH2:19][CH2:20]3)=[N:11]2)[CH:5]=[CH:6][C:7]=1[C:8]#[N:9].Cl.[CH3:32][NH:33][CH3:34].CCN(C(C)C)C(C)C.CN(C(ON1N=NC2C=CC=NC1=2)=[N+](C)C)C.F[P-](F)(F)(F)(F)F. Given the product [Cl:1][C:2]1[CH:3]=[C:4]([N:10]2[CH:22]([CH:23]3[CH2:24][CH2:25][CH2:26][CH2:27]3)[CH:21]3[C:12]([C:13]4[CH:14]=[CH:15][C:16]([C:28]([N:33]([CH3:34])[CH3:32])=[O:30])=[N:17][C:18]=4[CH2:19][CH2:20]3)=[N:11]2)[CH:5]=[CH:6][C:7]=1[C:8]#[N:9], predict the reactants needed to synthesize it. (2) Given the product [CH:1]1([C:7]2[C:15]3[C:10](=[CH:11][C:12]([C:16]([O:18][CH3:19])=[O:17])=[CH:13][CH:14]=3)[N:9]([CH2:23][CH2:24][CH2:25][CH2:26][C:27]([O:29][CH3:30])=[O:28])[CH:8]=2)[CH2:2][CH2:3][CH2:4][CH2:5][CH2:6]1, predict the reactants needed to synthesize it. The reactants are: [CH:1]1([C:7]2[C:15]3[C:10](=[CH:11][C:12]([C:16]([O:18][CH3:19])=[O:17])=[CH:13][CH:14]=3)[NH:9][CH:8]=2)[CH2:6][CH2:5][CH2:4][CH2:3][CH2:2]1.[H-].[Na+].Br[CH2:23][CH2:24][CH2:25][CH2:26][C:27]([O:29][CH3:30])=[O:28]. (3) Given the product [CH3:1][O:2][C:3](=[O:23])[C:4]1[CH:9]=[CH:8][C:7]([O:10][CH2:11][CH2:12][CH2:13][CH:14]2[CH2:15][CH2:16][N:17]([C:20]3[O:24][N:25]=[C:26]([CH:28]4[CH2:30][CH2:29]4)[N:21]=3)[CH2:18][CH2:19]2)=[CH:6][C:5]=1[CH3:22], predict the reactants needed to synthesize it. The reactants are: [CH3:1][O:2][C:3](=[O:23])[C:4]1[CH:9]=[CH:8][C:7]([O:10][CH2:11][CH2:12][CH2:13][CH:14]2[CH2:19][CH2:18][N:17]([C:20]#[N:21])[CH2:16][CH2:15]2)=[CH:6][C:5]=1[CH3:22].[OH:24][NH:25][C:26]([CH:28]1[CH2:30][CH2:29]1)=N. (4) Given the product [F:2][C:3]1[CH:4]=[CH:5][C:6]([CH:9]([OH:23])[CH:10]([NH:22][C:24]([C:25]2[CH:27]=[CH:31][C:41]3[O:38][CH2:36][O:39][C:40]=3[CH:26]=2)=[O:29])[CH2:11][C:12]2[CH:17]=[CH:16][C:15]([C:18]([F:21])([F:20])[F:19])=[CH:14][CH:13]=2)=[CH:7][CH:8]=1, predict the reactants needed to synthesize it. The reactants are: Cl.[F:2][C:3]1[CH:8]=[CH:7][C:6]([CH:9]([OH:23])[CH:10]([NH2:22])[CH2:11][C:12]2[CH:17]=[CH:16][C:15]([C:18]([F:21])([F:20])[F:19])=[CH:14][CH:13]=2)=[CH:5][CH:4]=1.[C:24](Cl)(=[O:29])[C:25](C)([CH3:27])[CH3:26].[C:31](=O)([O-])O.[Na+].[C:36]([O:39][CH2:40][CH3:41])(=[O:38])C. (5) Given the product [CH3:1][O:2][C:3]1[C:4]([CH2:5][NH:6][C:19](=[O:20])[O:18][C:15]([CH3:17])([CH3:16])[CH3:14])=[C:7]([O:12][CH3:13])[CH:8]=[C:9]([CH3:11])[N:10]=1, predict the reactants needed to synthesize it. The reactants are: [CH3:1][O:2][C:3]1[N:10]=[C:9]([CH3:11])[CH:8]=[C:7]([O:12][CH3:13])[C:4]=1[C:5]#[N:6].[CH3:14][C:15]([O:18][C:19](O[C:19]([O:18][C:15]([CH3:17])([CH3:16])[CH3:14])=[O:20])=[O:20])([CH3:17])[CH3:16]. (6) Given the product [C:44]([C:43]1[C:37]2[O:36][CH:35]([CH2:34][NH2:31])[CH2:39][C:38]=2[CH:40]=[C:41]([Cl:48])[CH:42]=1)([CH3:47])([CH3:45])[CH3:46], predict the reactants needed to synthesize it. The reactants are: CC1C=CC(S(OCC2CC3C=C(Cl)C=C(C(C)(C)C)C=3O2)(=O)=O)=CC=1.[N-]=[N+]=[N-].[Na+].[N:31]([CH2:34][CH:35]1[CH2:39][C:38]2[CH:40]=[C:41]([Cl:48])[CH:42]=[C:43]([C:44]([CH3:47])([CH3:46])[CH3:45])[C:37]=2[O:36]1)=[N+]=[N-].[N-]=[N+]=[N-].C1(P(C2C=CC=CC=2)C2C=CC=CC=2)C=CC=CC=1. (7) Given the product [N:1]1([C:10]2[N:14]([CH3:15])[N:13]=[C:12]([CH3:16])[C:11]=2[CH2:17][CH2:18][C:19]([NH:21][S:22]([CH2:25][CH2:26][CH2:27][CH2:28][CH3:29])(=[O:24])=[O:23])=[O:20])[C:9]2[C:4](=[CH:5][CH:6]=[CH:7][CH:8]=2)[CH:3]=[CH:2]1, predict the reactants needed to synthesize it. The reactants are: [N:1]1([C:10]2[N:14]([CH3:15])[N:13]=[C:12]([CH3:16])[C:11]=2/[CH:17]=[CH:18]/[C:19]([NH:21][S:22]([CH2:25][CH2:26][CH2:27][CH2:28][CH3:29])(=[O:24])=[O:23])=[O:20])[C:9]2[C:4](=[CH:5][CH:6]=[CH:7][CH:8]=2)[CH:3]=[CH:2]1.[H][H]. (8) Given the product [Br:8][C:5]1[CH:6]=[CH:7][C:2]2[NH:1][C:14](=[O:16])[C:11]3([CH2:10][NH:9][C:3]=2[CH:4]=1)[CH2:13][CH2:12]3, predict the reactants needed to synthesize it. The reactants are: [NH2:1][C:2]1[CH:7]=[CH:6][C:5]([Br:8])=[CH:4][C:3]=1[NH:9][CH2:10][C:11]1([C:14]([O:16]CC)=O)[CH2:13][CH2:12]1.